This data is from Forward reaction prediction with 1.9M reactions from USPTO patents (1976-2016). The task is: Predict the product of the given reaction. (1) Given the reactants CO[C:3](=[O:20])[C@@H:4]([N:6]([C:10]([O:12][CH2:13][C:14]1[CH:19]=[CH:18][CH:17]=[CH:16][CH:15]=1)=[O:11])[CH2:7][CH:8]=O)[CH3:5].Cl.[C:22]([O:26][C:27](=[O:31])[CH2:28][CH2:29][NH2:30])([CH3:25])([CH3:24])[CH3:23].C(N(CC)CC)C.C(O)(=O)C.C(O[BH-](OC(=O)C)OC(=O)C)(=O)C.[Na+], predict the reaction product. The product is: [CH2:13]([O:12][C:10]([N:6]1[CH2:7][CH2:8][N:30]([CH2:29][CH2:28][C:27]([O:26][C:22]([CH3:25])([CH3:24])[CH3:23])=[O:31])[C:3](=[O:20])[C@@H:4]1[CH3:5])=[O:11])[C:14]1[CH:15]=[CH:16][CH:17]=[CH:18][CH:19]=1. (2) Given the reactants Br[C:2]1[CH:7]=[CH:6][C:5]([CH3:8])=[CH:4][N:3]=1.[Br:9][C:10]1[CH:11]=[C:12](B(O)O)[CH:13]=[CH:14][CH:15]=1.C1(P(C2C=CC=CC=2)C2C=CC=CC=2)C=CC=CC=1.C(=O)([O-])[O-].[K+].[K+], predict the reaction product. The product is: [Br:9][C:10]1[CH:15]=[C:14]([C:2]2[CH:7]=[CH:6][C:5]([CH3:8])=[CH:4][N:3]=2)[CH:13]=[CH:12][CH:11]=1. (3) The product is: [OH:11][C:10]1[CH:2]=[C:3]([CH:7]=[C:8]([OH:16])[C:9]=1[CH3:12])[C:4]([OH:6])=[O:5]. Given the reactants Br[C:2]1[CH:10]([OH:11])[C:9](=[CH:12]N(C)C)[C:8]([OH:16])=[C:7](Br)[C:3]=1[C:4]([OH:6])=[O:5], predict the reaction product. (4) Given the reactants Cl[C:2]1[N:7]=[C:6](Cl)[C:5]([F:9])=[CH:4][N:3]=1.[CH2:10]([O:12][C:13]1[CH:14]=[C:15]([CH:17]=[CH:18][CH:19]=1)[NH2:16])[CH3:11], predict the reaction product. The product is: [CH2:10]([O:12][C:13]1[CH:14]=[C:15]([NH:16][C:2]2[N:7]=[C:6]([NH:16][C:15]3[CH:17]=[CH:18][CH:19]=[C:13]([O:12][CH2:10][CH3:11])[CH:14]=3)[C:5]([F:9])=[CH:4][N:3]=2)[CH:17]=[CH:18][CH:19]=1)[CH3:11]. (5) Given the reactants Cl[C:2]1[CH:3]=[CH:4][C:5]([O:12][CH2:13][O:14][CH3:15])=[C:6]([CH:11]=1)[C:7]([O:9][CH3:10])=[O:8].[CH2:16]([N:23]1[CH2:28][CH2:27][NH:26][CH2:25][CH2:24]1)[C:17]1[CH:22]=[CH:21][CH:20]=[CH:19][CH:18]=1.C1(P(C2C=CC=CC=2)C2C=CC3C(=CC=CC=3)C=2C2C3C(=CC=CC=3)C=CC=2P(C2C=CC=CC=2)C2C=CC=CC=2)C=CC=CC=1.C(=O)([O-])[O-].[Cs+].[Cs+], predict the reaction product. The product is: [CH2:16]([N:23]1[CH2:28][CH2:27][N:26]([C:2]2[CH:3]=[CH:4][C:5]([O:12][CH2:13][O:14][CH3:15])=[C:6]([CH:11]=2)[C:7]([O:9][CH3:10])=[O:8])[CH2:25][CH2:24]1)[C:17]1[CH:18]=[CH:19][CH:20]=[CH:21][CH:22]=1. (6) Given the reactants [N:1]1[C:10]2[C:5](=[CH:6][C:7]([CH2:11][C:12]3[N:16]4[N:17]=[C:18]([C:21](=O)[CH3:22])[CH:19]=[CH:20][C:15]4=[N:14][N:13]=3)=[CH:8][CH:9]=2)[CH:4]=[CH:3][CH:2]=1.[NH2:24][N:25]1[CH2:29][C:28](=[O:30])[NH:27][C:26]1=[O:31], predict the reaction product. The product is: [N:1]1[C:10]2[C:5](=[CH:6][C:7]([CH2:11][C:12]3[N:16]4[N:17]=[C:18](/[C:21](=[N:24]/[N:25]5[CH2:29][C:28](=[O:30])[NH:27][C:26]5=[O:31])/[CH3:22])[CH:19]=[CH:20][C:15]4=[N:14][N:13]=3)=[CH:8][CH:9]=2)[CH:4]=[CH:3][CH:2]=1.